Task: Predict the product of the given reaction.. Dataset: Forward reaction prediction with 1.9M reactions from USPTO patents (1976-2016) (1) Given the reactants [NH:1]1[C:5]2[CH:6]=[CH:7][C:8]([N:10]3[CH:14]([C:15]4[CH:20]=[CH:19][C:18]([N:21]5[CH2:26][CH2:25][O:24][CH2:23][CH2:22]5)=[CH:17][CH:16]=4)[C:13](O)=[CH:12][C:11]3=[O:28])=[CH:9][C:4]=2[N:3]=[CH:2]1.[NH:29]1[CH2:34][CH2:33][CH2:32][CH2:31][CH2:30]1, predict the reaction product. The product is: [NH:1]1[C:5]2[CH:6]=[CH:7][C:8]([N:10]3[CH:14]([C:15]4[CH:16]=[CH:17][C:18]([N:21]5[CH2:26][CH2:25][O:24][CH2:23][CH2:22]5)=[CH:19][CH:20]=4)[C:13]([N:29]4[CH2:34][CH2:33][CH2:32][CH2:31][CH2:30]4)=[CH:12][C:11]3=[O:28])=[CH:9][C:4]=2[N:3]=[CH:2]1. (2) The product is: [CH:14]1([C:20]2[CH:21]=[CH:22][C:23]([C:26](=[O:56])/[CH:27]=[C:28](/[C:42]3[CH:43]=[CH:44][C:45]([C:46]([NH:48][CH2:49][CH2:50][C:51]([OH:53])=[O:52])=[O:47])=[CH:54][CH:55]=3)\[C:29](=[O:41])[C:30]3[CH:35]=[CH:34][C:33]([O:36][C:37]([F:38])([F:39])[F:40])=[CH:32][CH:31]=3)=[CH:24][CH:25]=2)[CH2:19][CH2:18][CH2:17][CH2:16][CH2:15]1. Given the reactants II.C1CCN2C(=NCCC2)CC1.[CH:14]1([C:20]2[CH:25]=[CH:24][C:23]([C:26](=[O:56])[CH2:27][CH:28]([C:42]3[CH:55]=[CH:54][C:45]([C:46]([NH:48][CH2:49][CH2:50][C:51]([OH:53])=[O:52])=[O:47])=[CH:44][CH:43]=3)[C:29](=[O:41])[C:30]3[CH:35]=[CH:34][C:33]([O:36][C:37]([F:40])([F:39])[F:38])=[CH:32][CH:31]=3)=[CH:22][CH:21]=2)[CH2:19][CH2:18][CH2:17][CH2:16][CH2:15]1, predict the reaction product.